Dataset: Reaction yield outcomes from USPTO patents with 853,638 reactions. Task: Predict the reaction yield, written as a fraction of the theoretical maximum amount of product (1.0 means a 100% yield; for example, 0.34 means a 34% yield). (1) The reactants are Br[C:2]1[C:15]2[C:16]3=[C:17]4[C:12](=[CH:13][CH:14]=2)[CH:11]=[CH:10][C:9]([C:18]2[CH:23]=[CH:22][CH:21]=[CH:20][CH:19]=2)=[C:8]4[CH:7]=[CH:6][C:5]3=[CH:4][CH:3]=1.[B:24]1([B:24]2[O:28][C:27]([CH3:30])([CH3:29])[C:26]([CH3:32])([CH3:31])[O:25]2)[O:28][C:27]([CH3:30])([CH3:29])[C:26]([CH3:32])([CH3:31])[O:25]1.C([O-])(=O)C.[K+]. The catalyst is C1C=CC([P]([Pd]([P](C2C=CC=CC=2)(C2C=CC=CC=2)C2C=CC=CC=2)([P](C2C=CC=CC=2)(C2C=CC=CC=2)C2C=CC=CC=2)[P](C2C=CC=CC=2)(C2C=CC=CC=2)C2C=CC=CC=2)(C2C=CC=CC=2)C2C=CC=CC=2)=CC=1.O1CCOCC1. The product is [CH3:31][C:26]1([CH3:32])[C:27]([CH3:30])([CH3:29])[O:28][B:24]([C:2]2[C:15]3[C:16]4=[C:17]5[C:12](=[CH:13][CH:14]=3)[CH:11]=[CH:10][C:9]([C:18]3[CH:23]=[CH:22][CH:21]=[CH:20][CH:19]=3)=[C:8]5[CH:7]=[CH:6][C:5]4=[CH:4][CH:3]=2)[O:25]1. The yield is 0.700. (2) The product is [Cl:22][C:5]1[C:6]([CH2:8][CH2:9][C:10]2[CH:15]=[CH:14][CH:13]=[CH:12][C:11]=2[C:16]2([C:19]([NH2:21])=[O:20])[CH2:18][CH2:17]2)=[N:7][C:2]([NH:34][C:32]2[CH:31]=[N:30][N:29]([CH:26]3[CH2:27][CH2:28][N:24]([CH3:23])[CH2:25]3)[CH:33]=2)=[N:3][CH:4]=1. The reactants are Cl[C:2]1[N:7]=[C:6]([CH2:8][CH2:9][C:10]2[CH:15]=[CH:14][CH:13]=[CH:12][C:11]=2[C:16]2([C:19]([NH2:21])=[O:20])[CH2:18][CH2:17]2)[C:5]([Cl:22])=[CH:4][N:3]=1.[CH3:23][N:24]1[CH2:28][CH2:27][CH:26]([N:29]2[CH:33]=[C:32]([NH2:34])[CH:31]=[N:30]2)[CH2:25]1.CC1C=CC(S(O)(=O)=O)=CC=1. The catalyst is O1CCOCC1. The yield is 0.0700.